Dataset: Reaction yield outcomes from USPTO patents with 853,638 reactions. Task: Predict the reaction yield, written as a fraction of the theoretical maximum amount of product (1.0 means a 100% yield; for example, 0.34 means a 34% yield). The reactants are [F:1][C:2]([F:27])([F:26])[C:3]1[CH:25]=[CH:24][CH:23]=[CH:22][C:4]=1[C:5]([N:7]1[CH2:12][CH2:11][N:10]([C:13]2[CH:21]=[CH:20][C:16]([C:17]([OH:19])=O)=[CH:15][N:14]=2)[CH2:9][CH2:8]1)=[O:6].C(N(C(C)C)CC)(C)C.O.O[N:39]1[C:43]2[CH:44]=[CH:45][CH:46]=[CH:47]C=2N=N1.CCN=C=NCCCN(C)C.C1(CCN)CC1. The catalyst is ClCCl. The product is [CH:45]1([CH2:44][CH2:43][NH:39][C:17](=[O:19])[C:16]2[CH:20]=[CH:21][C:13]([N:10]3[CH2:9][CH2:8][N:7]([C:5](=[O:6])[C:4]4[CH:22]=[CH:23][CH:24]=[CH:25][C:3]=4[C:2]([F:27])([F:26])[F:1])[CH2:12][CH2:11]3)=[N:14][CH:15]=2)[CH2:46][CH2:47]1. The yield is 0.800.